This data is from Full USPTO retrosynthesis dataset with 1.9M reactions from patents (1976-2016). The task is: Predict the reactants needed to synthesize the given product. (1) Given the product [C:12]([C:5]1[CH:4]=[CH:3][C:2]([N:1]=[C:15]=[O:17])=[CH:7][C:6]=1[C:8]([F:9])([F:10])[F:11])#[N:13], predict the reactants needed to synthesize it. The reactants are: [NH2:1][C:2]1[CH:3]=[CH:4][C:5]([C:12]#[N:13])=[C:6]([C:8]([F:11])([F:10])[F:9])[CH:7]=1.Cl.[C:15](OCC)(=[O:17])C. (2) Given the product [C:1]([O:5][C:6]([N:8]1[CH2:13][CH2:12][N:11]([S:14]([N:17]([C:26]2[CH:31]=[C:30]([NH:43][C@@H:44]([CH2:45][OH:46])[CH2:47][CH3:48])[N:29]=[C:28]([S:33][CH2:34][C:35]3[CH:40]=[CH:39][CH:38]=[C:37]([Cl:41])[C:36]=3[F:42])[N:27]=2)[CH2:18][O:19][CH2:20][CH2:21][Si:22]([CH3:25])([CH3:23])[CH3:24])(=[O:15])=[O:16])[CH2:10][CH2:9]1)=[O:7])([CH3:2])([CH3:3])[CH3:4], predict the reactants needed to synthesize it. The reactants are: [C:1]([O:5][C:6]([N:8]1[CH2:13][CH2:12][N:11]([S:14]([N:17]([C:26]2[CH:31]=[C:30](Cl)[N:29]=[C:28]([S:33][CH2:34][C:35]3[CH:40]=[CH:39][CH:38]=[C:37]([Cl:41])[C:36]=3[F:42])[N:27]=2)[CH2:18][O:19][CH2:20][CH2:21][Si:22]([CH3:25])([CH3:24])[CH3:23])(=[O:16])=[O:15])[CH2:10][CH2:9]1)=[O:7])([CH3:4])([CH3:3])[CH3:2].[NH2:43][C@H:44]([CH2:47][CH3:48])[CH2:45][OH:46]. (3) Given the product [NH2:23][C:21](=[O:22])[C@@H:20]([NH:19][C:15](=[O:17])[C:7]1[CH:6]=[CH:5][C:4]([CH:1]2[CH2:2][CH2:3]2)=[C:9]([O:10][CH2:11][CH:12]2[CH2:13][CH2:14]2)[N:8]=1)[C:24]1[CH:29]=[CH:28][CH:27]=[CH:26][CH:25]=1, predict the reactants needed to synthesize it. The reactants are: [CH:1]1([C:4]2[CH:5]=[CH:6][C:7]([C:15]([OH:17])=O)=[N:8][C:9]=2[O:10][CH2:11][CH:12]2[CH2:14][CH2:13]2)[CH2:3][CH2:2]1.Cl.[NH2:19][C@@H:20]([C:24]1[CH:29]=[CH:28][CH:27]=[CH:26][CH:25]=1)[C:21]([NH2:23])=[O:22]. (4) Given the product [CH:10]1[C:11]2[CH:12]([CH2:14][O:15][C:16]([NH:18][C@@H:19]([CH2:23][NH:24][C:25]([O:27][C:28]([CH3:31])([CH3:30])[CH3:29])=[O:26])[C:20]([NH:49][C@@H:48]([CH2:50][CH:51]([CH3:52])[CH3:53])[C:47]([O:46][CH2:43][CH:44]=[CH2:45])=[O:54])=[O:21])=[O:17])[C:13]3[C:5](=[CH:4][CH:3]=[CH:2][CH:1]=3)[C:6]=2[CH:7]=[CH:8][CH:9]=1, predict the reactants needed to synthesize it. The reactants are: [CH:1]1[C:13]2[CH:12]([CH2:14][O:15][C:16]([NH:18][C@H:19]([CH2:23][NH:24][C:25]([O:27][C:28]([CH3:31])([CH3:30])[CH3:29])=[O:26])[C:20](O)=[O:21])=[O:17])[C:11]3[C:6](=[CH:7][CH:8]=[CH:9][CH:10]=3)[C:5]=2[CH:4]=[CH:3][CH:2]=1.C1(C)C=CC(S(O)(=O)=O)=CC=1.[CH2:43]([O:46][C:47](=[O:54])[C@H:48]([CH2:50][CH:51]([CH3:53])[CH3:52])[NH2:49])[CH:44]=[CH2:45].ON1C2N=CC=CC=2N=N1.CN1CCOCC1.C(Cl)CCl. (5) Given the product [Br:1][C:2]1[CH:25]=[C:24]2[C:5]([CH2:6][C:7]3([C:17]42[N:21]=[C:20]([NH2:26])[C:19]([CH3:23])=[N:18]4)[CH2:12][CH2:11][C:10]2([O:16][CH2:15][CH2:14][O:13]2)[CH2:9][CH2:8]3)=[CH:4][CH:3]=1, predict the reactants needed to synthesize it. The reactants are: [Br:1][C:2]1[CH:25]=[C:24]2[C:5]([CH2:6][C:7]3([C:17]42[NH:21][C:20](=S)[C:19]([CH3:23])=[N:18]4)[CH2:12][CH2:11][C:10]2([O:16][CH2:15][CH2:14][O:13]2)[CH2:9][CH2:8]3)=[CH:4][CH:3]=1.[NH3:26]. (6) Given the product [OH:7][C@@H:8]1[CH2:13][N:12]([C:27](=[O:28])[C:26]([F:37])([F:36])[F:25])[C@H:11]([C:14]([O:16][CH3:17])=[O:15])[CH2:10][CH2:9]1, predict the reactants needed to synthesize it. The reactants are: C(OCC)(=O)C.[OH:7][C@@H:8]1[CH2:13][NH:12][C@H:11]([C:14]([O:16][CH3:17])=[O:15])[CH2:10][CH2:9]1.C(N(CC)CC)C.[F:25][C:26]([F:37])([F:36])[C:27](O[C:27](=[O:28])[C:26]([F:37])([F:36])[F:25])=[O:28]. (7) Given the product [Cl:1][C:2]1[CH:7]=[CH:6][C:5]([S:8]([N:11]([CH2:18][C:19]2[CH:26]=[CH:25][C:22]([C:23]#[N:24])=[CH:21][C:20]=2[F:27])[CH:12]2[CH2:16][CH2:15][CH2:14][CH2:13]2)(=[O:10])=[O:9])=[CH:4][CH:3]=1, predict the reactants needed to synthesize it. The reactants are: [Cl:1][C:2]1[CH:7]=[CH:6][C:5]([S:8]([NH:11][CH:12]2[CH2:16][CH2:15][CH2:14][CH2:13]2)(=[O:10])=[O:9])=[CH:4][CH:3]=1.Br[CH2:18][C:19]1[CH:26]=[CH:25][C:22]([C:23]#[N:24])=[CH:21][C:20]=1[F:27]. (8) Given the product [Cl:22][CH2:21][CH2:20][CH2:19][S:1][C:2]1[CH:3]=[CH:4][C:5]([C:6]([O:8][CH3:9])=[O:7])=[CH:10][CH:11]=1, predict the reactants needed to synthesize it. The reactants are: [SH:1][C:2]1[CH:11]=[CH:10][C:5]([C:6]([O:8][CH3:9])=[O:7])=[CH:4][CH:3]=1.C(=O)([O-])[O-].[K+].[K+].Br[CH2:19][CH2:20][CH2:21][Cl:22].